Dataset: Forward reaction prediction with 1.9M reactions from USPTO patents (1976-2016). Task: Predict the product of the given reaction. Given the reactants [CH3:1][N:2]1[C:7](=[O:8])[CH:6]=[CH:5][C:4]([C:9]2[CH:14]=[CH:13][C:12]([N:15]3[CH2:19][C@H:18]([CH2:20]NC(=O)C)[O:17][C:16]3=[O:25])=[CH:11][CH:10]=2)=[CH:3]1, predict the reaction product. The product is: [CH3:1][N:2]1[C:7](=[O:8])[CH2:6][CH2:5][CH:4]([C:9]2[CH:14]=[CH:13][C:12]([N:15]3[CH2:19][C@H:18]([CH2:20][CH2:6][C:7]([NH2:2])=[O:8])[O:17][C:16]3=[O:25])=[CH:11][CH:10]=2)[CH2:3]1.